Dataset: Full USPTO retrosynthesis dataset with 1.9M reactions from patents (1976-2016). Task: Predict the reactants needed to synthesize the given product. (1) Given the product [Cl:1][C:2]1[CH:3]=[C:4]([C@@H:8]2[C@@H:13]([C:14]3[CH:15]=[CH:16][C:17]([Cl:20])=[CH:18][CH:19]=3)[N:12]([C@@H:21]([CH2:24][CH3:25])[CH2:22][N:35]3[CH2:36][CH2:37][O:38][CH2:39][C:34]3([CH3:40])[CH3:33])[C:11](=[O:26])[C@:10]([CH2:28][C:29]([OH:31])=[O:30])([CH3:27])[CH2:9]2)[CH:5]=[CH:6][CH:7]=1, predict the reactants needed to synthesize it. The reactants are: [Cl:1][C:2]1[CH:3]=[C:4]([C@@H:8]2[C@@H:13]([C:14]3[CH:19]=[CH:18][C:17]([Cl:20])=[CH:16][CH:15]=3)[N:12]([C@@H:21]([CH2:24][CH3:25])[CH:22]=O)[C:11](=[O:26])[C@:10]([CH2:28][C:29]([OH:31])=[O:30])([CH3:27])[CH2:9]2)[CH:5]=[CH:6][CH:7]=1.Cl.[CH3:33][C:34]1([CH3:40])[CH2:39][O:38][CH2:37][CH2:36][NH:35]1.C1(C)C=CC=CC=1.C(O[BH-](OC(=O)C)OC(=O)C)(=O)C.[Na+]. (2) Given the product [CH3:18][N:14]([CH2:2][C:3]1[CH:12]=[CH:11][C:6]([C:7]([O:9][CH3:10])=[O:8])=[CH:5][CH:4]=1)[CH2:15][CH2:16][NH:17][CH3:19], predict the reactants needed to synthesize it. The reactants are: Br[CH2:2][C:3]1[CH:12]=[CH:11][C:6]([C:7]([O:9][CH3:10])=[O:8])=[CH:5][CH:4]=1.C[N:14]([CH3:18])[CH2:15][CH2:16][NH2:17].[CH2:19](N(CC)CC)C.C(=O)(O)[O-].[Na+]. (3) Given the product [Cl:3][C:4]1[C:5]([F:34])=[C:6]([CH:31]=[CH:32][CH:33]=1)[NH:7][C:8]1[C:17]2[C:12](=[CH:13][C:14]([O:29][CH3:30])=[C:15]([O:18][C@H:19]3[CH2:23][N:22]([CH3:24])[CH:21]([C:25]([OH:27])=[O:26])[CH2:20]3)[CH:16]=2)[N:11]=[CH:10][N:9]=1, predict the reactants needed to synthesize it. The reactants are: [OH-].[Na+].[Cl:3][C:4]1[C:5]([F:34])=[C:6]([CH:31]=[CH:32][CH:33]=1)[NH:7][C:8]1[C:17]2[C:12](=[CH:13][C:14]([O:29][CH3:30])=[C:15]([O:18][C@H:19]3[CH2:23][N:22]([CH3:24])[CH:21]([C:25]([O:27]C)=[O:26])[CH2:20]3)[CH:16]=2)[N:11]=[CH:10][N:9]=1. (4) Given the product [C:73]([O:72][C:70]([NH:69][CH2:68][C:65]1[CH:66]=[CH:67][C:58]([NH:57][C:48]2[CH:49]=[C:50]([C:53]([F:56])([F:55])[F:54])[CH:51]=[CH:52][C:47]=2[NH:46][C:36]2[CH:45]=[CH:44][CH:43]=[CH:42][C:37]=2[C:38]([O:40][CH3:41])=[O:39])=[C:59]([CH:64]=1)[C:60]([O:62][CH3:63])=[O:61])=[O:71])([CH3:76])([CH3:75])[CH3:74], predict the reactants needed to synthesize it. The reactants are: C([O-])([O-])=O.[Cs+].[Cs+].C1(P(C2CCCCC2)C2C=CC=CC=2C2C=CC=CC=2N(C)C)CCCCC1.Br[C:36]1[CH:45]=[CH:44][CH:43]=[CH:42][C:37]=1[C:38]([O:40][CH3:41])=[O:39].[NH2:46][C:47]1[CH:52]=[CH:51][C:50]([C:53]([F:56])([F:55])[F:54])=[CH:49][C:48]=1[NH:57][C:58]1[CH:67]=[CH:66][C:65]([CH2:68][NH:69][C:70]([O:72][C:73]([CH3:76])([CH3:75])[CH3:74])=[O:71])=[CH:64][C:59]=1[C:60]([O:62][CH3:63])=[O:61]. (5) Given the product [CH2:1]([NH:8][C:9](=[O:31])[N:10]([C:12]1[N:17]=[C:16]([C:18]2[CH:23]=[CH:22][C:21]([CH2:24][CH2:25][C:26]([OH:28])=[O:27])=[CH:20][CH:19]=2)[CH:15]=[CH:14][CH:13]=1)[CH3:11])[CH2:2][CH2:3][CH2:4][CH2:5][CH2:6][CH3:7], predict the reactants needed to synthesize it. The reactants are: [CH2:1]([NH:8][C:9](=[O:31])[N:10]([C:12]1[N:17]=[C:16]([C:18]2[CH:23]=[CH:22][C:21]([CH:24]=[CH:25][C:26]([O:28]CC)=[O:27])=[CH:20][CH:19]=2)[CH:15]=[CH:14][CH:13]=1)[CH3:11])[CH2:2][CH2:3][CH2:4][CH2:5][CH2:6][CH3:7].[OH-].[Na+].C(NC(=O)N(C1N=C(C2C=CC(CCC(OCC)=O)=CC=2)C=CC=1)C)CCCCCC.O1CCCC1.CO. (6) Given the product [CH3:6][CH:7]1[CH:11]([C:12]2[CH:17]=[CH:16][CH:15]=[CH:14][CH:13]=2)[O:10][C:9](=[O:18])[NH:8]1, predict the reactants needed to synthesize it. The reactants are: [Li]CCCC.[CH3:6][C@@H:7]1[C@H:11]([C:12]2[CH:17]=[CH:16][CH:15]=[CH:14][CH:13]=2)[O:10][C:9](=[O:18])[NH:8]1.ClC1C=CC(CCC(Cl)=O)=CC=1.